From a dataset of Catalyst prediction with 721,799 reactions and 888 catalyst types from USPTO. Predict which catalyst facilitates the given reaction. Reactant: [C:1]([NH:8][CH2:9][C:10]([OH:12])=O)([O:3][C:4]([CH3:7])([CH3:6])[CH3:5])=[O:2].CCN=C=NCCCN(C)C.C1C=CC2N(O)N=NC=2C=1.C(N(CC)C(C)C)(C)C.[NH2:43][CH2:44][C:45]1[CH:50]=[CH:49][C:48]([N:51]2[C:55]([NH:56][C:57]([NH:59][C:60]3[CH:65]=[CH:64][C:63]([O:66][C:67]4[CH:72]=[CH:71][N:70]=[CH:69][CH:68]=4)=[CH:62][CH:61]=3)=[O:58])=[CH:54][C:53]([C:73]([CH3:76])([CH3:75])[CH3:74])=[N:52]2)=[CH:47][CH:46]=1. Product: [C:4]([O:3][C:1](=[O:2])[NH:8][CH2:9][C:10](=[O:12])[NH:43][CH2:44][C:45]1[CH:50]=[CH:49][C:48]([N:51]2[C:55]([NH:56][C:57]([NH:59][C:60]3[CH:65]=[CH:64][C:63]([O:66][C:67]4[CH:68]=[CH:69][N:70]=[CH:71][CH:72]=4)=[CH:62][CH:61]=3)=[O:58])=[CH:54][C:53]([C:73]([CH3:76])([CH3:75])[CH3:74])=[N:52]2)=[CH:47][CH:46]=1)([CH3:5])([CH3:6])[CH3:7]. The catalyst class is: 577.